From a dataset of Full USPTO retrosynthesis dataset with 1.9M reactions from patents (1976-2016). Predict the reactants needed to synthesize the given product. (1) Given the product [CH2:1]([O:8][C:9]1[CH:10]=[C:11]2[C:15](=[CH:16][CH:17]=1)[N:14]([CH2:18][C:19]1[CH:24]=[CH:23][CH:22]=[C:21]([Br:25])[CH:20]=1)[CH:13]=[C:12]2[CH2:26][C:27]([O:29][C:36]([CH3:39])([CH3:38])[CH3:37])=[O:28])[C:2]1[CH:3]=[CH:4][CH:5]=[CH:6][CH:7]=1, predict the reactants needed to synthesize it. The reactants are: [CH2:1]([O:8][C:9]1[CH:10]=[C:11]2[C:15](=[CH:16][CH:17]=1)[N:14]([CH2:18][C:19]1[CH:24]=[CH:23][CH:22]=[C:21]([Br:25])[CH:20]=1)[CH:13]=[C:12]2[CH2:26][C:27]([OH:29])=[O:28])[C:2]1[CH:7]=[CH:6][CH:5]=[CH:4][CH:3]=1.C(NC(=NC(C)C)O[C:36]([CH3:39])([CH3:38])[CH3:37])(C)C. (2) Given the product [Cl:29][C:10]1[CH:11]=[C:12]([C:16]2[C:24]3[C:23]([OH:25])=[C:22]([C:26]#[N:27])[C:21](=[O:28])[NH:20][C:19]=3[S:18][CH:17]=2)[CH:13]=[C:14]([Cl:15])[C:9]=1[OH:8], predict the reactants needed to synthesize it. The reactants are: C([O:8][C:9]1[C:14]([Cl:15])=[CH:13][C:12]([C:16]2[C:24]3[C:23]([OH:25])=[C:22]([C:26]#[N:27])[C:21](=[O:28])[NH:20][C:19]=3[S:18][CH:17]=2)=[CH:11][C:10]=1[Cl:29])C1C=CC=CC=1. (3) Given the product [NH2:1][CH:4]([C:6]1[N:7]=[C:8]2[S:21][CH:20]=[CH:19][N:9]2[C:10](=[O:18])[C:11]=1[C:12]1[CH:17]=[CH:16][CH:15]=[CH:14][CH:13]=1)[CH3:5], predict the reactants needed to synthesize it. The reactants are: [N:1]([CH:4]([C:6]1[N:7]=[C:8]2[S:21][CH:20]=[CH:19][N:9]2[C:10](=[O:18])[C:11]=1[C:12]1[CH:17]=[CH:16][CH:15]=[CH:14][CH:13]=1)[CH3:5])=[N+]=[N-].CP(C)C.C(OCC)(=O)C. (4) Given the product [Cl:26][C:23]1[CH:24]=[CH:25][C:20]([C:18]([NH:17][CH:13]([CH2:12][C:7]2[C:5]3[C:4](=[CH:3][CH:2]=[CH:1][CH:6]=3)[NH:11][C:9](=[O:10])[CH:8]=2)[C:14]([O:16][CH2:28][CH:29]2[O:33][CH2:32][CH2:31][O:30]2)=[O:15])=[O:19])=[CH:21][CH:22]=1, predict the reactants needed to synthesize it. The reactants are: [CH:1]1[CH:2]=[CH:3][C:4]2[NH:11][C:9](=[O:10])[CH:8]=[C:7]([CH2:12][CH:13]([NH:17][C:18]([C:20]3[CH:21]=[CH:22][C:23]([Cl:26])=[CH:24][CH:25]=3)=[O:19])[C:14]([OH:16])=[O:15])[C:5]=2[CH:6]=1.Cl[CH2:28][CH:29]1[O:33][CH2:32][CH2:31][O:30]1. (5) Given the product [CH3:15][O:16][C:17]1[CH:22]=[C:21]([C:2]2[S:6][C:5]([C:7]3[CH:8]=[CH:9][C:10]([O:34][CH3:32])=[CH:11][CH:12]=3)=[N:4][CH:3]=2)[CH:20]=[CH:19][CH:18]=1, predict the reactants needed to synthesize it. The reactants are: Br[C:2]1[S:6][C:5]([C:7]2[CH:12]=[CH:11][CH:10]=[C:9](OC)[CH:8]=2)=[N:4][CH:3]=1.[CH3:15][O:16][C:17]1[CH:22]=[CH:21][C:20](B(O)O)=[CH:19][CH:18]=1.CCCCCC.[C:32](OCC)(=[O:34])C. (6) Given the product [NH2:1][CH2:2][C@@H:3]1[C@H:8]([CH3:9])[CH2:7][CH2:6][CH2:5][N:4]1[C:10]([C:12]1[CH:13]=[CH:14][CH:15]=[C:16]([CH3:18])[C:17]=1[N:35]1[N:39]=[CH:38][CH:37]=[N:36]1)=[O:11], predict the reactants needed to synthesize it. The reactants are: [NH2:1][CH2:2][C@@H:3]1[C@H:8]([CH3:9])[CH2:7][CH2:6][CH2:5][N:4]1[C:10]([C:12]1[CH:17]=[C:16]([CH3:18])[CH:15]=[CH:14][C:13]=1C1C=NN(C)C=1)=[O:11].CC1C([N:35]2[N:39]=[CH:38][CH:37]=[N:36]2)=C(C=CC=1)C(O)=O. (7) Given the product [CH3:1][O:2][C:3](=[O:18])[CH2:4][C@H:5]([N:8]1[C:9](=[O:10])[C:11]2[N:12]=[CH:13][CH:14]=[CH:15][C:16]=2[NH:17][C:20]1=[O:21])[CH2:6][CH3:7], predict the reactants needed to synthesize it. The reactants are: [CH3:1][O:2][C:3](=[O:18])[CH2:4][C@H:5]([NH:8][C:9]([C:11]1[C:16]([NH2:17])=[CH:15][CH:14]=[CH:13][N:12]=1)=[O:10])[CH2:6][CH3:7].Cl[C:20](OC(Cl)(Cl)Cl)=[O:21].